This data is from Full USPTO retrosynthesis dataset with 1.9M reactions from patents (1976-2016). The task is: Predict the reactants needed to synthesize the given product. (1) Given the product [CH2:1]([O:8][C:9]1[CH:10]=[C:11]([CH:12]=[CH:13][C:14]=1[CH3:15])[CH:16]=[O:17])[C:2]1[CH:3]=[CH:4][CH:5]=[CH:6][CH:7]=1, predict the reactants needed to synthesize it. The reactants are: [CH2:1]([O:8][C:9]1[CH:10]=[C:11]([CH2:16][OH:17])[CH:12]=[CH:13][C:14]=1[CH3:15])[C:2]1[CH:7]=[CH:6][CH:5]=[CH:4][CH:3]=1. (2) Given the product [Cl:50][C:51]1[CH:52]=[CH:53][C:54]2[O:63][C:62]3[C:61](=[O:64])[NH:60][C:59]([C@@H:65]4[CH2:69][C@H:68]([F:70])[CH2:67][NH:66]4)=[N:58][C:57]=3[C:55]=2[CH:56]=1, predict the reactants needed to synthesize it. The reactants are: BrC1C=CC2OC3C(=O)NC(C4CCNCC4)=NC=3C=2C=1.BrC1C=CC2OC3C(=O)NC(C4CCN(C(OC(C)(C)C)=O)CC4)=NC=3C=2C=1.[Cl:50][C:51]1[CH:52]=[CH:53][C:54]2[O:63][C:62]3[C:61](=[O:64])[NH:60][C:59]([C@@H:65]4[CH2:69][C@H:68]([F:70])[CH2:67][N:66]4C(OC(C)(C)C)=O)=[N:58][C:57]=3[C:55]=2[CH:56]=1. (3) The reactants are: [NH2:1][C:2]1[C:3]([NH:13][C@@H:14]2[CH2:18][C@H:17]([O:19][CH2:20][CH2:21][OH:22])[C@@H:16]([OH:23])[C@H:15]2[OH:24])=[N:4][C:5]([S:9][CH2:10][CH2:11][CH3:12])=[N:6][C:7]=1[Cl:8].[N:25]([O-])=O.[Na+]. Given the product [Cl:8][C:7]1[C:2]2[N:1]=[N:25][N:13]([C@@H:14]3[CH2:18][C@H:17]([O:19][CH2:20][CH2:21][OH:22])[C@@H:16]([OH:23])[C@H:15]3[OH:24])[C:3]=2[N:4]=[C:5]([S:9][CH2:10][CH2:11][CH3:12])[N:6]=1, predict the reactants needed to synthesize it. (4) Given the product [CH3:20][NH:21][C:22]([N:3]1[C:11]2[C:6](=[CH:7][C:8]([O:12][C:13]3[CH:14]=[C:15]([NH2:19])[N:16]=[CH:17][N:18]=3)=[CH:9][CH:10]=2)[CH:5]=[CH:4]1)=[O:23], predict the reactants needed to synthesize it. The reactants are: [H-].[Na+].[NH:3]1[C:11]2[C:6](=[CH:7][C:8]([O:12][C:13]3[N:18]=[CH:17][N:16]=[C:15]([NH2:19])[CH:14]=3)=[CH:9][CH:10]=2)[CH:5]=[CH:4]1.[CH3:20][NH:21][C:22](=O)[O:23]C1C=CC=CC=1. (5) Given the product [CH:33]1([P:40]([CH:47]2[CH2:52][CH2:51][CH2:50][CH2:49][CH2:48]2)[C:41]2[CH:46]=[CH:45][CH:44]=[CH:43][C:42]=2[C:11]2[C:16]([CH:17]([CH3:18])[CH3:19])=[CH:15][C:14]([CH:20]([CH3:22])[CH3:21])=[C:13]([C:23]3[CH:24]=[CH:25][CH:26]=[CH:27][CH:28]=3)[C:12]=2[CH:29]([CH3:31])[CH3:30])[CH2:38][CH2:37][CH2:36][CH2:35][CH2:34]1, predict the reactants needed to synthesize it. The reactants are: CC(C[AlH]CC(C)C)C.Br[C:11]1[C:12]([CH:29]([CH3:31])[CH3:30])=[C:13]([C:23]2[CH:28]=[CH:27][CH:26]=[CH:25][CH:24]=2)[C:14]([CH:20]([CH3:22])[CH3:21])=[CH:15][C:16]=1[CH:17]([CH3:19])[CH3:18].Br[C:33]1[CH:38]=[CH:37][CH:36]=[CH:35][C:34]=1Cl.[P:40](Cl)([CH:47]1[CH2:52][CH2:51][CH2:50][CH2:49][CH2:48]1)[CH:41]1[CH2:46][CH2:45][CH2:44][CH2:43][CH2:42]1.